From a dataset of Forward reaction prediction with 1.9M reactions from USPTO patents (1976-2016). Predict the product of the given reaction. (1) Given the reactants [Cl:1][C:2]1[CH:3]=[C:4]2[C:8](=[CH:9][CH:10]=1)[NH:7][CH:6]=[C:5]2[CH2:11][CH2:12][NH:13][C:14](=[O:22])[C:15]1[CH:20]=[CH:19][CH:18]=[CH:17][C:16]=1I.[Cl:23][C:24]1[CH:29]=[CH:28][C:27](B(O)O)=[CH:26][CH:25]=1.C(=O)([O-])[O-].[Na+].[Na+], predict the reaction product. The product is: [Cl:23][C:24]1[CH:29]=[CH:28][C:27]([C:16]2[C:15]([C:14]([NH:13][CH2:12][CH2:11][C:5]3[C:4]4[C:8](=[CH:9][CH:10]=[C:2]([Cl:1])[CH:3]=4)[NH:7][CH:6]=3)=[O:22])=[CH:20][CH:19]=[CH:18][CH:17]=2)=[CH:26][CH:25]=1. (2) Given the reactants C[O:2][C:3](=[O:33])[C:4]1[CH:9]=[CH:8][C:7]([C:10]2[C:19]3[C:14](=[CH:15][CH:16]=[CH:17][CH:18]=3)[C:13]([CH2:20][C@@H:21]3[CH2:25][CH2:24][N:23]([CH:26]4[CH2:31][CH2:30][CH2:29][CH2:28][CH2:27]4)[C:22]3=[O:32])=[CH:12][CH:11]=2)=[CH:6][CH:5]=1, predict the reaction product. The product is: [CH:26]1([N:23]2[CH2:24][CH2:25][C@@H:21]([CH2:20][C:13]3[C:14]4[C:19](=[CH:18][CH:17]=[CH:16][CH:15]=4)[C:10]([C:7]4[CH:8]=[CH:9][C:4]([C:3]([OH:33])=[O:2])=[CH:5][CH:6]=4)=[CH:11][CH:12]=3)[C:22]2=[O:32])[CH2:27][CH2:28][CH2:29][CH2:30][CH2:31]1. (3) The product is: [NH2:4][C:3]1[C:2]([Cl:1])=[CH:8][CH:7]=[CH:6][C:5]=1[C:15](=[O:22])[CH2:14][Cl:13]. Given the reactants [Cl:1][C:2]1[CH:8]=[CH:7][CH:6]=[CH:5][C:3]=1[NH2:4].B(Cl)(Cl)Cl.[Cl:13][CH2:14][C:15]#N.[Cl-].[Cl-].[Cl-].[Al+3].Cl.[OH-:22].[Na+], predict the reaction product. (4) Given the reactants Br[C:2]1[CH:3]=[CH:4][C:5]([F:20])=[C:6]([C:8]2([CH:17]([F:19])[F:18])[NH:13][C:12](=[O:14])[C:11]([CH3:16])([CH3:15])[O:10][CH2:9]2)[CH:7]=1.C([O-])(=O)C.[Na+].[H][H], predict the reaction product. The product is: [F:19][CH:17]([F:18])[C:8]1([C:6]2[CH:7]=[CH:2][CH:3]=[CH:4][C:5]=2[F:20])[NH:13][C:12](=[O:14])[C:11]([CH3:16])([CH3:15])[O:10][CH2:9]1.